From a dataset of Reaction yield outcomes from USPTO patents with 853,638 reactions. Predict the reaction yield, written as a fraction of the theoretical maximum amount of product (1.0 means a 100% yield; for example, 0.34 means a 34% yield). (1) The reactants are [CH2:1]([Mg]Br)[CH:2]([CH3:4])[CH3:3].Cl[C:8]1[C:9]2[N:24]=[C:23]([C:25]3[CH:30]=[C:29]([CH3:31])[C:28]([O:32][CH3:33])=[C:27]([CH3:34])[CH:26]=3)[O:22][C:10]=2[N:11]=[C:12]([CH2:14][C:15]2[CH:20]=[CH:19][C:18]([Cl:21])=[CH:17][CH:16]=2)[N:13]=1.C(OCC)C.C(O)(=O)CC(CC(O)=O)(C(O)=O)O. The catalyst is O1CCCC1.C/C(/[O-])=C/C(C)=O.C/C(/[O-])=C/C(C)=O.C/C(/[O-])=C/C(C)=O.[Fe+3]. The product is [Cl:21][C:18]1[CH:17]=[CH:16][C:15]([CH2:14][C:12]2[N:13]=[C:8]([CH2:1][CH:2]([CH3:4])[CH3:3])[C:9]3[N:24]=[C:23]([C:25]4[CH:26]=[C:27]([CH3:34])[C:28]([O:32][CH3:33])=[C:29]([CH3:31])[CH:30]=4)[O:22][C:10]=3[N:11]=2)=[CH:20][CH:19]=1. The yield is 0.510. (2) The reactants are Cl[CH2:2][C:3]([O:5][CH3:6])=[O:4].[NH2:7][C:8]1[N:9]([C:14]2[C:23]3[C:18](=[CH:19][CH:20]=[CH:21][CH:22]=3)[C:17]([CH:24]3[CH2:26][CH2:25]3)=[CH:16][CH:15]=2)[C:10]([SH:13])=[N:11][N:12]=1.C(=O)([O-])[O-].[K+].[K+]. The catalyst is CN(C=O)C. The product is [NH2:7][C:8]1[N:9]([C:14]2[C:23]3[C:18](=[CH:19][CH:20]=[CH:21][CH:22]=3)[C:17]([CH:24]3[CH2:26][CH2:25]3)=[CH:16][CH:15]=2)[C:10]([S:13][CH2:2][C:3]([O:5][CH3:6])=[O:4])=[N:11][N:12]=1. The yield is 0.800. (3) The reactants are [Cl:1][C:2]1[CH:7]=[CH:6][C:5]([O:8][C:9]2[CH:14]=[CH:13][C:12]([CH2:15][CH2:16][O:17][C:18]3[NH:19][CH:20]=[C:21]([CH2:25][CH3:26])[C:22](=[O:24])[N:23]=3)=[CH:11][CH:10]=2)=[CH:4][C:3]=1[C:27]([F:30])([F:29])[F:28].[CH3:31][CH2:32]N(C(C)C)C(C)C.C(I)C. The catalyst is ClCCCl. The product is [Cl:1][C:2]1[CH:7]=[CH:6][C:5]([O:8][C:9]2[CH:10]=[CH:11][C:12]([CH2:15][CH2:16][O:17][C:18]3[N:19]([CH2:31][CH3:32])[CH:20]=[C:21]([CH2:25][CH3:26])[C:22](=[O:24])[N:23]=3)=[CH:13][CH:14]=2)=[CH:4][C:3]=1[C:27]([F:28])([F:30])[F:29]. The yield is 0.392. (4) The reactants are [CH3:1][O:2][C:3](=[O:15])[C:4]1[C:9]([N+:10]([O-:12])=[O:11])=[CH:8][CH:7]=[CH:6][C:5]=1[CH2:13]Br.[NH:16]([C:24]([O:26][C:27]([CH3:30])([CH3:29])[CH3:28])=[O:25])[C:17]([O:19][C:20]([CH3:23])([CH3:22])[CH3:21])=[O:18].C(=O)([O-])[O-].[Cs+].[Cs+].O. The catalyst is CC(=O)CC.[Cl-].[Na+].O.[I-].[Li+].C(OCC)(=O)C. The product is [CH3:1][O:2][C:3](=[O:15])[C:4]1[C:9]([N+:10]([O-:12])=[O:11])=[CH:8][CH:7]=[CH:6][C:5]=1[CH2:13][N:16]([C:17]([O:19][C:20]([CH3:23])([CH3:22])[CH3:21])=[O:18])[C:24]([O:26][C:27]([CH3:28])([CH3:29])[CH3:30])=[O:25]. The yield is 0.940. (5) The reactants are [Cl:1][C:2]1[N:3]=[C:4](Cl)[C:5]2[N:11]=[CH:10][C:9]([Cl:12])=[CH:8][C:6]=2[N:7]=1.[CH2:14]([NH2:21])[C:15]1[CH:20]=[CH:19][CH:18]=[CH:17][CH:16]=1.C(N(CC)CC)C. The catalyst is C1COCC1. The product is [CH2:14]([NH:21][C:4]1[C:5]2[N:11]=[CH:10][C:9]([Cl:12])=[CH:8][C:6]=2[N:7]=[C:2]([Cl:1])[N:3]=1)[C:15]1[CH:20]=[CH:19][CH:18]=[CH:17][CH:16]=1. The yield is 0.900. (6) The reactants are [CH2:1]([O:8][N:9]1[C:15](=[O:16])[N:14]2[CH2:17][C@H:10]1[CH2:11][CH2:12][C@H:13]2[C:18]([OH:20])=O)[C:2]1[CH:7]=[CH:6][CH:5]=[CH:4][CH:3]=1.[O:21]1[CH:25]=[CH:24][CH:23]=[C:22]1[C:26]([NH:28][NH2:29])=[O:27]. No catalyst specified. The product is [CH2:1]([O:8][N:9]1[C:15](=[O:16])[N:14]2[CH2:17][C@H:10]1[CH2:11][CH2:12][C@H:13]2[C:18]([NH:29][NH:28][C:26]([C:22]1[O:21][CH:25]=[CH:24][CH:23]=1)=[O:27])=[O:20])[C:2]1[CH:3]=[CH:4][CH:5]=[CH:6][CH:7]=1. The yield is 0.379.